This data is from Catalyst prediction with 721,799 reactions and 888 catalyst types from USPTO. The task is: Predict which catalyst facilitates the given reaction. (1) Reactant: [C:1]([O:5][C:6]([N:8]([C:49]([O:51][C:52]([CH3:55])([CH3:54])[CH3:53])=[O:50])[C:9]1[CH:14]=[C:13]([CH2:15][C@H:16]2[C:19](=[O:20])[N:18]([C:21](=[O:31])[NH:22][C@@H:23]([C:25]3[CH:30]=[CH:29][CH:28]=[CH:27][CH:26]=3)[CH3:24])[C@@H:17]2[O:32][C:33]2[CH:48]=[CH:47][C:36]([C:37]([O:39]CC3C=CC=CC=3)=[O:38])=[CH:35][CH:34]=2)[CH:12]=[CH:11][N:10]=1)=[O:7])([CH3:4])([CH3:3])[CH3:2]. Product: [C:1]([O:5][C:6]([N:8]([C:49]([O:51][C:52]([CH3:53])([CH3:55])[CH3:54])=[O:50])[C:9]1[CH:14]=[C:13]([CH2:15][C@H:16]2[C:19](=[O:20])[N:18]([C:21](=[O:31])[NH:22][C@@H:23]([C:25]3[CH:30]=[CH:29][CH:28]=[CH:27][CH:26]=3)[CH3:24])[C@@H:17]2[O:32][C:33]2[CH:48]=[CH:47][C:36]([C:37]([OH:39])=[O:38])=[CH:35][CH:34]=2)[CH:12]=[CH:11][N:10]=1)=[O:7])([CH3:4])([CH3:2])[CH3:3]. The catalyst class is: 381. (2) The catalyst class is: 340. Reactant: [Br:1][C:2]1[CH:7]=[CH:6][CH:5]=[C:4]([C:8]([F:11])([F:10])[F:9])[C:3]=1[CH3:12].C1C(=O)N([Br:20])C(=O)C1. Product: [Br:1][C:2]1[CH:7]=[CH:6][CH:5]=[C:4]([C:8]([F:9])([F:10])[F:11])[C:3]=1[CH2:12][Br:20].